This data is from Reaction yield outcomes from USPTO patents with 853,638 reactions. The task is: Predict the reaction yield, written as a fraction of the theoretical maximum amount of product (1.0 means a 100% yield; for example, 0.34 means a 34% yield). The reactants are [CH3:1][N:2]([CH3:9])[CH2:3][CH2:4][C:5](OC)=[O:6].[NH2:10][NH2:11]. The catalyst is C(O)C. The product is [NH2:10][NH:11][C:5](=[O:6])[CH2:4][CH2:3][N:2]([CH3:9])[CH3:1]. The yield is 1.00.